This data is from Reaction yield outcomes from USPTO patents with 853,638 reactions. The task is: Predict the reaction yield, written as a fraction of the theoretical maximum amount of product (1.0 means a 100% yield; for example, 0.34 means a 34% yield). (1) The reactants are I[CH2:2][C@@H:3]([CH3:16])[CH2:4][N:5]1[C:14]2[C:9](=[CH:10][CH:11]=[CH:12][CH:13]=2)[CH2:8][CH2:7][C:6]1=[O:15].[CH2:17]([CH:21]1[CH2:26][CH2:25][NH:24][CH2:23][CH2:22]1)[CH2:18][CH2:19][CH3:20]. The catalyst is CC#N. The product is [CH2:17]([CH:21]1[CH2:26][CH2:25][N:24]([CH2:2][C@@H:3]([CH3:16])[CH2:4][N:5]2[C:14]3[C:9](=[CH:10][CH:11]=[CH:12][CH:13]=3)[CH2:8][CH2:7][C:6]2=[O:15])[CH2:23][CH2:22]1)[CH2:18][CH2:19][CH3:20]. The yield is 0.540. (2) The reactants are [F:1][C:2]1[CH:7]=[C:6]([F:8])[CH:5]=[CH:4][C:3]=1[N:9]1[C:17](=[O:18])[C:16]2[C@H:15]3[C:19]([CH3:21])([CH3:20])[C@:12]([CH3:22])([CH2:13][CH2:14]3)[C:11]=2[NH:10]1.I[CH2:24][CH3:25]. The catalyst is CN1CCCC1.C(OCC)(=O)C. The product is [F:1][C:2]1[CH:7]=[C:6]([F:8])[CH:5]=[CH:4][C:3]=1[N:9]1[C:17](=[O:18])[C:16]2[C@H:15]3[C:19]([CH3:21])([CH3:20])[C@:12]([CH3:22])([CH2:13][CH2:14]3)[C:11]=2[N:10]1[CH2:24][CH3:25]. The yield is 0.390. (3) The reactants are [F:1][C:2]1[C:10]([C:11]2[CH:12]=[N:13][N:14]([CH3:16])[CH:15]=2)=[CH:9][CH:8]=[C:7]2[C:3]=1[CH2:4][CH2:5][N:6]2C(OC(C)(C)C)=O. The catalyst is Cl.CCOC(C)=O. The product is [F:1][C:2]1[C:10]([C:11]2[CH:12]=[N:13][N:14]([CH3:16])[CH:15]=2)=[CH:9][CH:8]=[C:7]2[C:3]=1[CH2:4][CH2:5][NH:6]2. The yield is 0.730. (4) The reactants are [NH2:1][C:2]1[CH:3]=[CH:4][C:5]([O:24][CH3:25])=[C:6]([CH:23]=1)[O:7][C:8]1[CH:9]=[CH:10][C:11]2[N:12]([CH:14]=[C:15]([NH:17][C:18]([CH:20]3[CH2:22][CH2:21]3)=[O:19])[N:16]=2)[N:13]=1.[CH3:26][N:27]1[C:31]([C:32](Cl)=[O:33])=[CH:30][C:29]([CH3:35])=[N:28]1.C(N(CC)CC)C. The catalyst is O1CCCC1. The product is [CH:20]1([C:18]([NH:17][C:15]2[N:16]=[C:11]3[CH:10]=[CH:9][C:8]([O:7][C:6]4[CH:23]=[C:2]([NH:1][C:32]([C:31]5[N:27]([CH3:26])[N:28]=[C:29]([CH3:35])[CH:30]=5)=[O:33])[CH:3]=[CH:4][C:5]=4[O:24][CH3:25])=[N:13][N:12]3[CH:14]=2)=[O:19])[CH2:21][CH2:22]1. The yield is 0.710.